Dataset: Aqueous solubility values for 9,982 compounds from the AqSolDB database. Task: Regression/Classification. Given a drug SMILES string, predict its absorption, distribution, metabolism, or excretion properties. Task type varies by dataset: regression for continuous measurements (e.g., permeability, clearance, half-life) or binary classification for categorical outcomes (e.g., BBB penetration, CYP inhibition). For this dataset (solubility_aqsoldb), we predict Y. (1) The drug is CC(C)CCC(C)Nc1ccc(Nc2ccccc2)cc1. The Y is -5.62 log mol/L. (2) The compound is CCCCCCCCCCc1ccccc1. The Y is -7.96 log mol/L. (3) The drug is CC(C)=NOCCOC(=O)C(C)Oc1ccc(Oc2cnc3cc(Cl)ccc3n2)cc1. The Y is -5.85 log mol/L. (4) The compound is CCCCCCCCCCCCCCCCCc1ncc[nH]1. The Y is -7.21 log mol/L. (5) The drug is Oc1ccccc1Oc1ccccc1. The Y is -3.23 log mol/L.